Dataset: Catalyst prediction with 721,799 reactions and 888 catalyst types from USPTO. Task: Predict which catalyst facilitates the given reaction. (1) Reactant: [Cl:1][C:2]1[CH:7]=[CH:6][CH:5]=[C:4]([Cl:8])[C:3]=1[C:9]1[C:13]([CH2:14][O:15][C:16]2[CH:21]=[CH:20][C:19]([C:22]3[CH:23]=[C:24]4[C:29](=[CH:30][CH:31]=3)[N:28]=[C:27]([C:32]([OH:34])=[O:33])[CH:26]=[CH:25]4)=[CH:18][CH:17]=2)=[C:12]([CH:35]([CH3:37])[CH3:36])[O:11][N:10]=1.CC(C)([O-])C.[K+:43].C(O)CCC. Product: [K+:43].[Cl:8][C:4]1[CH:5]=[CH:6][CH:7]=[C:2]([Cl:1])[C:3]=1[C:9]1[C:13]([CH2:14][O:15][C:16]2[CH:21]=[CH:20][C:19]([C:22]3[CH:23]=[C:24]4[C:29](=[CH:30][CH:31]=3)[N:28]=[C:27]([C:32]([O-:34])=[O:33])[CH:26]=[CH:25]4)=[CH:18][CH:17]=2)=[C:12]([CH:35]([CH3:37])[CH3:36])[O:11][N:10]=1. The catalyst class is: 8. (2) Reactant: C1(C[N:8]2[CH2:13][CH:12]3[C:10]([C:14]4[CH:19]=[CH:18][C:17]([C:20]([F:23])([F:22])[F:21])=[CH:16][N:15]=4)([CH2:11]3)[CH2:9]2)C=CC=CC=1. Product: [F:23][C:20]([F:21])([F:22])[C:17]1[CH:18]=[CH:19][C:14]([C:10]23[CH2:11][CH:12]2[CH2:13][NH:8][CH2:9]3)=[N:15][CH:16]=1. The catalyst class is: 29. (3) Reactant: [C:1](Cl)(Cl)=[O:2].[NH2:5][C:6]1[CH:7]=[CH:8][C:9]([S:58]([CH:61]2[CH2:63][CH2:62]2)(=[O:60])=[O:59])=[C:10]([CH2:12][N:13]([CH3:57])[C:14]([CH:16]([NH:30][C:31]2[CH:32]=[C:33]3[C:38](=[CH:39][C:40]=2[F:41])[C:37]([N:42]([C:50]([O:52][C:53]([CH3:56])([CH3:55])[CH3:54])=[O:51])[C:43](=[O:49])[O:44][C:45]([CH3:48])([CH3:47])[CH3:46])=[N:36][CH:35]=[CH:34]3)[C:17]2[CH:22]=[C:21]([O:23][CH3:24])[C:20]([C@@H:25]([CH3:28])[CH2:26][OH:27])=[CH:19][C:18]=2[F:29])=[O:15])[CH:11]=1. Product: [C:45]([O:44][C:43]([N:42]([C:37]1[C:38]2[C:33](=[CH:32][C:31]([NH:30][C@H:16]3[C:14](=[O:15])[N:13]([CH3:57])[CH2:12][C:10]4[CH:11]=[C:6]([CH:7]=[CH:8][C:9]=4[S:58]([CH:61]4[CH2:62][CH2:63]4)(=[O:59])=[O:60])[NH:5][C:1](=[O:2])[O:27][CH2:26][C@H:25]([CH3:28])[C:20]4[C:21]([O:23][CH3:24])=[CH:22][C:17]3=[C:18]([F:29])[CH:19]=4)=[C:40]([F:41])[CH:39]=2)[CH:34]=[CH:35][N:36]=1)[C:50](=[O:51])[O:52][C:53]([CH3:54])([CH3:55])[CH3:56])=[O:49])([CH3:47])([CH3:48])[CH3:46]. The catalyst class is: 291. (4) Reactant: [NH2:1][CH2:2][P:3]([CH2:10][CH:11]([CH2:19][CH2:20][C:21]([O:23][C:24]([CH3:27])([CH3:26])[CH3:25])=[O:22])[C:12]([O:14][C:15]([CH3:18])([CH3:17])[CH3:16])=[O:13])([O:5][C:6]([CH3:9])([CH3:8])[CH3:7])=[O:4].[C:28](Cl)(=[O:35])[C:29]1[CH:34]=[CH:33][CH:32]=[CH:31][CH:30]=1.C(N(CC)CC)C. Product: [C:6]([O:5][P:3]([CH2:10][CH:11]([CH2:19][CH2:20][C:21]([O:23][C:24]([CH3:27])([CH3:26])[CH3:25])=[O:22])[C:12]([O:14][C:15]([CH3:16])([CH3:17])[CH3:18])=[O:13])([CH2:2][NH:1][C:28]([C:29]1[CH:34]=[CH:33][CH:32]=[CH:31][CH:30]=1)=[O:35])=[O:4])([CH3:8])([CH3:9])[CH3:7]. The catalyst class is: 4. (5) The catalyst class is: 8. Product: [OH:1][C:2]1[CH:15]=[CH:14][CH:13]=[CH:12][C:3]=1/[CH:4]=[C:5]1/[C:6](=[O:11])[N:7]=[C:8]([N:16]2[CH2:21][CH2:20][O:19][CH2:18][CH2:17]2)[S:9]/1. Reactant: [OH:1][C:2]1[CH:15]=[CH:14][CH:13]=[CH:12][C:3]=1/[CH:4]=[C:5]1/[C:6](=[O:11])[NH:7][C:8](=S)[S:9]/1.[NH:16]1[CH2:21][CH2:20][O:19][CH2:18][CH2:17]1.